This data is from CYP2C19 inhibition data for predicting drug metabolism from PubChem BioAssay. The task is: Regression/Classification. Given a drug SMILES string, predict its absorption, distribution, metabolism, or excretion properties. Task type varies by dataset: regression for continuous measurements (e.g., permeability, clearance, half-life) or binary classification for categorical outcomes (e.g., BBB penetration, CYP inhibition). Dataset: cyp2c19_veith. (1) The drug is COc1ccc(CC(=O)Nc2cccc(/C(C)=N/NC(=O)c3cccc([N+](=O)[O-])c3)c2)cc1. The result is 1 (inhibitor). (2) The molecule is CCCC/C=C/C(NC(=O)c1ccco1)c1ccccc1. The result is 1 (inhibitor). (3) The drug is c1ccc(CNc2ccnc(-c3ccc4c(c3)OCO4)n2)cc1. The result is 1 (inhibitor). (4) The molecule is CC(C)=NOC[C@@H](O)COCc1ccco1. The result is 0 (non-inhibitor). (5) The compound is COc1cccc(-c2cncnc2NCCc2cnc[nH]2)c1. The result is 1 (inhibitor). (6) The drug is COc1ccc(NC(=O)c2ccc(C(=O)c3cc(OC)ccc3OC)cc2)cc1. The result is 0 (non-inhibitor). (7) The molecule is Cc1ccc(C)c(C(=N)c2ccccc2Cc2ccccc2)c1. The result is 1 (inhibitor).